From a dataset of Catalyst prediction with 721,799 reactions and 888 catalyst types from USPTO. Predict which catalyst facilitates the given reaction. (1) Reactant: [F:1][C:2]([F:28])([F:27])[C:3]1[CH:8]=[C:7]([C:9]2[O:13][C:12]([C:14]3[CH:19]=[CH:18][C:17]([NH2:20])=[CH:16][CH:15]=3)=[N:11][N:10]=2)[CH:6]=[CH:5][C:4]=1[C:21]1[CH:26]=[CH:25][CH:24]=[CH:23][CH:22]=1.CN1CCOCC1.[C:36]1(=[O:42])[O:41][C:39](=[O:40])[CH2:38][CH2:37]1. Product: [F:28][C:2]([F:1])([F:27])[C:3]1[CH:8]=[C:7]([C:9]2[O:13][C:12]([C:14]3[CH:15]=[CH:16][C:17]([NH:20][C:36](=[O:42])[CH2:37][CH2:38][C:39]([OH:41])=[O:40])=[CH:18][CH:19]=3)=[N:11][N:10]=2)[CH:6]=[CH:5][C:4]=1[C:21]1[CH:26]=[CH:25][CH:24]=[CH:23][CH:22]=1. The catalyst class is: 2. (2) Reactant: Br[C:2]1[CH:12]=[CH:11][C:5]([C:6]([O:8][CH2:9][CH3:10])=[O:7])=[CH:4][C:3]=1[Cl:13].O.[CH:15]1(B(O)O)[CH2:17][CH2:16]1.P([O-])([O-])([O-])=O.[K+].[K+].[K+].C1(C)C=CC=CC=1. Product: [Cl:13][C:3]1[CH:4]=[C:5]([CH:11]=[CH:12][C:2]=1[CH:15]1[CH2:17][CH2:16]1)[C:6]([O:8][CH2:9][CH3:10])=[O:7]. The catalyst class is: 103. (3) Reactant: [N+:1]([C:4]1[N:9]=[CH:8][C:7]([CH2:10][C:11](OCC)=[O:12])=[CH:6][CH:5]=1)([O-])=O.[H-].[H-].[H-].[H-].[Li+].[Al+3]. Product: [NH2:1][C:4]1[N:9]=[CH:8][C:7]([CH2:10][CH2:11][OH:12])=[CH:6][CH:5]=1. The catalyst class is: 7. (4) The catalyst class is: 19. Reactant: [CH3:1][NH:2][C:3](=[O:13])[C:4]1[C:9]([N+:10]([O-])=O)=[CH:8][CH:7]=[CH:6][N:5]=1.[H][H]. Product: [NH2:10][C:9]1[C:4]([C:3]([NH:2][CH3:1])=[O:13])=[N:5][CH:6]=[CH:7][CH:8]=1. (5) Reactant: [OH:1][CH:2]1[CH2:7][N:6]([C:8]([O:10][CH2:11][C:12]2[CH:17]=[CH:16][CH:15]=[CH:14][CH:13]=2)=[O:9])[CH2:5][CH:4]([C:18]([O:20][CH2:21][CH3:22])=[O:19])[CH2:3]1.CC(OI1(OC(C)=O)(OC(C)=O)OC(=O)C2C=CC=CC1=2)=O.[OH-].[Na+]. Product: [O:1]=[C:2]1[CH2:7][N:6]([C:8]([O:10][CH2:11][C:12]2[CH:17]=[CH:16][CH:15]=[CH:14][CH:13]=2)=[O:9])[CH2:5][CH:4]([C:18]([O:20][CH2:21][CH3:22])=[O:19])[CH2:3]1. The catalyst class is: 2.